Dataset: Full USPTO retrosynthesis dataset with 1.9M reactions from patents (1976-2016). Task: Predict the reactants needed to synthesize the given product. (1) Given the product [O:20]=[C:18]([CH3:19])[CH2:17][N:1]1[C:5]([C:6]([O:8][CH2:9][CH3:10])=[O:7])=[CH:4][C:3]([C:11]([O:13][CH2:14][CH3:15])=[O:12])=[N:2]1, predict the reactants needed to synthesize it. The reactants are: [NH:1]1[C:5]([C:6]([O:8][CH2:9][CH3:10])=[O:7])=[CH:4][C:3]([C:11]([O:13][CH2:14][CH3:15])=[O:12])=[N:2]1.Cl[CH2:17][C:18](=[O:20])[CH3:19].C(=O)([O-])[O-].[K+].[K+]. (2) Given the product [F:1][C:2]1[CH:7]=[C:6]([N:8]2[CH2:9][CH2:10][O:11][CH2:12][CH2:13]2)[C:5]([F:14])=[CH:4][C:3]=1[N:15]1[CH:20]=[C:19]([O:21][CH3:22])[C:18](=[O:23])[C:17]([C:24]([N:35]([O:36][CH3:37])[CH3:30])=[O:25])=[N:16]1, predict the reactants needed to synthesize it. The reactants are: [F:1][C:2]1[CH:7]=[C:6]([N:8]2[CH2:13][CH2:12][O:11][CH2:10][CH2:9]2)[C:5]([F:14])=[CH:4][C:3]=1[N:15]1[CH:20]=[C:19]([O:21][CH3:22])[C:18](=[O:23])[C:17]([C:24](O)=[O:25])=[N:16]1.C1C=C[C:30]2[N:35]([OH:36])N=NC=2C=1.[CH2:37](N(CC)CC)C.CCN=C=NCCCN(C)C. (3) Given the product [Si:1]([O:18][C@H:19]([CH3:34])[C@H:20]([N:30]1[CH2:44][CH2:43][O:42][C:35](=[O:41])[C:36]1=[O:38])[C:21]1[CH:26]=[C:25]([F:27])[C:24]([F:28])=[C:23]([F:29])[CH:22]=1)([C:14]([CH3:15])([CH3:16])[CH3:17])([C:8]1[CH:13]=[CH:12][CH:11]=[CH:10][CH:9]=1)[C:2]1[CH:3]=[CH:4][CH:5]=[CH:6][CH:7]=1, predict the reactants needed to synthesize it. The reactants are: [Si:1]([O:18][C@H:19]([CH3:34])[C@H:20]([NH:30]CCO)[C:21]1[CH:26]=[C:25]([F:27])[C:24]([F:28])=[C:23]([F:29])[CH:22]=1)([C:14]([CH3:17])([CH3:16])[CH3:15])([C:8]1[CH:13]=[CH:12][CH:11]=[CH:10][CH:9]=1)[C:2]1[CH:7]=[CH:6][CH:5]=[CH:4][CH:3]=1.[C:35]([O:42][CH2:43][CH3:44])(=[O:41])[C:36]([O:38]CC)=O. (4) Given the product [CH2:24]([N:10]1[C:11]2[C:12](=[CH:13][C:14]([C:17]([F:20])([F:19])[F:18])=[CH:15][CH:16]=2)[NH:21][CH2:6][C@@H:7]1[CH2:8][CH3:9])[C:25]1[CH:30]=[CH:29][CH:28]=[CH:27][CH:26]=1, predict the reactants needed to synthesize it. The reactants are: CS(O[CH2:6][C@@H:7]([N:10]([CH2:24][C:25]1[CH:30]=[CH:29][CH:28]=[CH:27][CH:26]=1)[C:11]1[CH:16]=[CH:15][C:14]([C:17]([F:20])([F:19])[F:18])=[CH:13][C:12]=1[N+:21]([O-])=O)[CH2:8][CH3:9])(=O)=O. (5) Given the product [CH:19]1([N:12]([CH2:13][CH:14]([O:17][CH3:18])[O:15][CH3:16])[C:10](=[O:11])[CH2:9][CH2:8][O:7][CH2:6][CH2:5][C:4]2[CH:25]=[CH:26][CH:27]=[C:2]([C:32]3[CH:31]=[N:30][N:29]([CH3:28])[CH:33]=3)[CH:3]=2)[CH2:24][CH2:23][CH2:22][CH2:21][CH2:20]1, predict the reactants needed to synthesize it. The reactants are: Br[C:2]1[CH:3]=[C:4]([CH:25]=[CH:26][CH:27]=1)[CH2:5][CH2:6][O:7][CH2:8][CH2:9][C:10]([N:12]([CH:19]1[CH2:24][CH2:23][CH2:22][CH2:21][CH2:20]1)[CH2:13][CH:14]([O:17][CH3:18])[O:15][CH3:16])=[O:11].[CH3:28][N:29]1[CH:33]=[C:32](B2OC(C)(C)C(C)(C)O2)[CH:31]=[N:30]1.C(=O)([O-])[O-].[K+].[K+].CO. (6) Given the product [ClH:1].[Cl:1][C:2]1[CH:3]=[N+:4]([O-:27])[CH:5]=[C:6]([Cl:26])[C:7]=1[CH2:8][C@@H:9]([C:11]1[CH:16]=[CH:15][C:14]([O:17][CH:18]([F:20])[F:19])=[C:13]([O:21][CH2:22][CH:23]2[CH2:25][CH2:24]2)[CH:12]=1)[O:10][C:40]([C@@H:36]1[CH2:37][CH2:38][CH2:39][NH:35]1)=[O:41], predict the reactants needed to synthesize it. The reactants are: [Cl:1][C:2]1[CH:3]=[N+:4]([O-:27])[CH:5]=[C:6]([Cl:26])[C:7]=1[CH2:8][C@@H:9]([C:11]1[CH:16]=[CH:15][C:14]([O:17][CH:18]([F:20])[F:19])=[C:13]([O:21][CH2:22][CH:23]2[CH2:25][CH2:24]2)[CH:12]=1)[OH:10].C(OC([N:35]1[CH2:39][CH2:38][CH2:37][C@H:36]1[C:40](O)=[O:41])=O)(C)(C)C.C(Cl)CCl.